From a dataset of NCI-60 drug combinations with 297,098 pairs across 59 cell lines. Regression. Given two drug SMILES strings and cell line genomic features, predict the synergy score measuring deviation from expected non-interaction effect. (1) Drug 1: COC1=C(C=C2C(=C1)N=CN=C2NC3=CC(=C(C=C3)F)Cl)OCCCN4CCOCC4. Drug 2: CC(CN1CC(=O)NC(=O)C1)N2CC(=O)NC(=O)C2. Cell line: MOLT-4. Synergy scores: CSS=61.1, Synergy_ZIP=-2.26, Synergy_Bliss=1.60, Synergy_Loewe=1.90, Synergy_HSA=5.29. (2) Drug 1: C1=CC(=CC=C1CCC2=CNC3=C2C(=O)NC(=N3)N)C(=O)NC(CCC(=O)O)C(=O)O. Drug 2: CS(=O)(=O)CCNCC1=CC=C(O1)C2=CC3=C(C=C2)N=CN=C3NC4=CC(=C(C=C4)OCC5=CC(=CC=C5)F)Cl. Cell line: UO-31. Synergy scores: CSS=20.4, Synergy_ZIP=-11.3, Synergy_Bliss=-5.93, Synergy_Loewe=-8.30, Synergy_HSA=-2.89. (3) Cell line: SNB-19. Drug 1: CN1CCC(CC1)COC2=C(C=C3C(=C2)N=CN=C3NC4=C(C=C(C=C4)Br)F)OC. Synergy scores: CSS=-0.0445, Synergy_ZIP=0.318, Synergy_Bliss=1.51, Synergy_Loewe=-3.59, Synergy_HSA=-1.31. Drug 2: CC1=C(C=C(C=C1)C(=O)NC2=CC(=CC(=C2)C(F)(F)F)N3C=C(N=C3)C)NC4=NC=CC(=N4)C5=CN=CC=C5.